From a dataset of Peptide-MHC class II binding affinity with 134,281 pairs from IEDB. Regression. Given a peptide amino acid sequence and an MHC pseudo amino acid sequence, predict their binding affinity value. This is MHC class II binding data. (1) The binding affinity (normalized) is 0.652. The MHC is H-2-IAd with pseudo-sequence H-2-IAd. The peptide sequence is SLDEHYHIRVHLVK. (2) The MHC is DRB4_0101 with pseudo-sequence DRB4_0103. The peptide sequence is GELQIVDKIDAASKI. The binding affinity (normalized) is 0.745. (3) The MHC is DRB1_1001 with pseudo-sequence DRB1_1001. The peptide sequence is EVIPTAFSIGKTYKP. The binding affinity (normalized) is 0.409. (4) The peptide sequence is TPAAPAGAEPAGKAT. The MHC is DRB1_0405 with pseudo-sequence DRB1_0405. The binding affinity (normalized) is 0.0446. (5) The peptide sequence is LQEIPTMLKKGMTTV. The MHC is DRB1_0701 with pseudo-sequence DRB1_0701. The binding affinity (normalized) is 0.410. (6) The peptide sequence is LALARAQRMQTARVL. The MHC is DRB1_1101 with pseudo-sequence DRB1_1101. The binding affinity (normalized) is 0.639.